This data is from Full USPTO retrosynthesis dataset with 1.9M reactions from patents (1976-2016). The task is: Predict the reactants needed to synthesize the given product. (1) Given the product [Cl:1][C:2]1[C:7]([N:8]2[CH2:13][CH2:12][CH:11]([C:14]3[CH:19]=[CH:18][CH:17]=[CH:16][C:15]=3[C:20]([F:22])([F:23])[F:21])[CH2:10][CH2:9]2)=[CH:6][N:5]=[N:4][C:3]=1[NH:24][NH:25][C:35](=[O:36])[CH2:34][CH:31]1[CH2:33][CH2:32]1, predict the reactants needed to synthesize it. The reactants are: [Cl:1][C:2]1[C:7]([N:8]2[CH2:13][CH2:12][CH:11]([C:14]3[CH:19]=[CH:18][CH:17]=[CH:16][C:15]=3[C:20]([F:23])([F:22])[F:21])[CH2:10][CH2:9]2)=[CH:6][N:5]=[N:4][C:3]=1[NH:24][NH2:25].C(=O)(O)[O-].[Na+].[CH:31]1([CH2:34][C:35](Cl)=[O:36])[CH2:33][CH2:32]1. (2) Given the product [N:21]1([C:12]2[CH:13]=[CH:14][C:15]([C:17]([F:18])([F:19])[F:20])=[CH:16][C:11]=2[NH2:8])[CH2:22][CH2:23][CH2:24][CH2:25][CH2:26]1, predict the reactants needed to synthesize it. The reactants are: Cl.[Sn](Cl)Cl.ClCCl.[N+:8]([C:11]1[CH:16]=[C:15]([C:17]([F:20])([F:19])[F:18])[CH:14]=[CH:13][C:12]=1[N:21]1[CH2:26][CH2:25][CH2:24][CH2:23][CH2:22]1)([O-])=O. (3) Given the product [CH2:17]([O:24][C:25]1[CH:47]=[CH:46][C:45]([N:48]2[CH2:53][CH2:52][CH2:51][CH2:50][CH2:49]2)=[CH:44][C:26]=1[C:27]([NH:29][C:30]1[CH:42]=[C:41]([C:3]2[CH:4]=[CH:5][CH:6]=[CH:7][C:2]=2[CH3:1])[CH:40]=[CH:39][C:31]=1[C:32]([O:34][C:35]([CH3:38])([CH3:37])[CH3:36])=[O:33])=[O:28])[C:18]1[CH:23]=[CH:22][CH:21]=[CH:20][CH:19]=1, predict the reactants needed to synthesize it. The reactants are: [CH3:1][C:2]1[CH:7]=[CH:6][CH:5]=[CH:4][C:3]=1B(O)O.C(=O)([O-])[O-].[Na+].[Na+].[CH2:17]([O:24][C:25]1[CH:47]=[CH:46][C:45]([N:48]2[CH2:53][CH2:52][CH2:51][CH2:50][CH2:49]2)=[CH:44][C:26]=1[C:27]([NH:29][C:30]1[CH:42]=[C:41](Br)[CH:40]=[CH:39][C:31]=1[C:32]([O:34][C:35]([CH3:38])([CH3:37])[CH3:36])=[O:33])=[O:28])[C:18]1[CH:23]=[CH:22][CH:21]=[CH:20][CH:19]=1. (4) Given the product [CH3:15][N:16]([CH2:17][CH2:18][C:19]1[CH:24]=[CH:23][CH:22]=[CH:21][C:20]=1[OH:25])[C:2](=[S:3])[NH:1][C:4]1[CH:13]=[CH:12][CH:11]=[CH:10][C:5]=1[C:6]([O:8][CH3:9])=[O:7], predict the reactants needed to synthesize it. The reactants are: [N:1]([C:4]1[CH:13]=[CH:12][CH:11]=[CH:10][C:5]=1[C:6]([O:8][CH3:9])=[O:7])=[C:2]=[S:3].Br.[CH3:15][NH:16][CH2:17][CH2:18][C:19]1[CH:24]=[CH:23][CH:22]=[CH:21][C:20]=1[OH:25]. (5) Given the product [NH2:1][C:2]1[CH:7]=[CH:6][C:5]([OH:8])=[C:4]([C:9]([CH3:12])([CH3:11])[CH3:10])[CH:3]=1, predict the reactants needed to synthesize it. The reactants are: [NH2:1][C:2]1[CH:7]=[CH:6][C:5]([OH:8])=[C:4]([CH:9]([CH3:11])[CH3:10])[CH:3]=1.[CH:12](C1C=CC=CC=1O)(C)C.